Dataset: Forward reaction prediction with 1.9M reactions from USPTO patents (1976-2016). Task: Predict the product of the given reaction. (1) Given the reactants [CH3:1][O:2][C:3]1[CH:8]=[C:7]([C:9]([F:12])([F:11])[F:10])[CH:6]=[CH:5][C:4]=1B(O)O.[CH2:16]([S:23][C:24]1[CH:25]=[N:26][C:27]2[C:32]([CH:33]=1)=[CH:31][CH:30]=[N:29][C:28]=2Cl)[C:17]1[CH:22]=[CH:21][CH:20]=[CH:19][CH:18]=1.[O-]P([O-])([O-])=O.[K+].[K+].[K+].O1CCOCC1, predict the reaction product. The product is: [CH2:16]([S:23][C:24]1[CH:25]=[N:26][C:27]2[C:32]([CH:33]=1)=[CH:31][CH:30]=[N:29][C:28]=2[C:4]1[CH:5]=[CH:6][C:7]([C:9]([F:12])([F:11])[F:10])=[CH:8][C:3]=1[O:2][CH3:1])[C:17]1[CH:18]=[CH:19][CH:20]=[CH:21][CH:22]=1. (2) Given the reactants ClC1C=C(C=CC=1)C(OO)=[O:6].[C:12]([C@@H:14]([NH:32][C:33]([C@@H:35]1[CH2:40][CH2:39][CH2:38][CH2:37][N:36]1[C:41]([O:43][C:44]([CH3:47])([CH3:46])[CH3:45])=[O:42])=[O:34])[CH2:15][C:16]1[CH:21]=[CH:20][C:19]([C:22]2[CH:27]=[CH:26][C:25]([C:28]#[N:29])=[C:24]([S:30][CH3:31])[CH:23]=2)=[CH:18][CH:17]=1)#[N:13], predict the reaction product. The product is: [C:12]([C@@H:14]([NH:32][C:33]([C@@H:35]1[CH2:40][CH2:39][CH2:38][CH2:37][N:36]1[C:41]([O:43][C:44]([CH3:47])([CH3:46])[CH3:45])=[O:42])=[O:34])[CH2:15][C:16]1[CH:21]=[CH:20][C:19]([C:22]2[CH:27]=[CH:26][C:25]([C:28]#[N:29])=[C:24]([S:30]([CH3:31])=[O:6])[CH:23]=2)=[CH:18][CH:17]=1)#[N:13]. (3) Given the reactants [NH2:1][C:2]1[CH:7]=[C:6]([C:8]([OH:10])=[O:9])[CH:5]=[CH:4][C:3]=1[S:11][C:12]1[CH:20]=[C:19]([F:21])[CH:18]=[CH:17][C:13]=1[C:14](O)=[O:15], predict the reaction product. The product is: [F:21][C:19]1[CH:18]=[CH:17][C:13]2[C:14](=[O:15])[NH:1][C:2]3[CH:7]=[C:6]([C:8]([OH:10])=[O:9])[CH:5]=[CH:4][C:3]=3[S:11][C:12]=2[CH:20]=1. (4) Given the reactants [S:1]1[CH:5]=[CH:4][CH:3]=[C:2]1[C:6]([NH:8][CH:9]([CH3:15])[C:10](OCC)=[O:11])=[O:7].[NH2:16][NH2:17], predict the reaction product. The product is: [NH:16]([C:10](=[O:11])[CH:9]([NH:8][C:6]([C:2]1[S:1][CH:5]=[CH:4][CH:3]=1)=[O:7])[CH3:15])[NH2:17].